From a dataset of Merck oncology drug combination screen with 23,052 pairs across 39 cell lines. Regression. Given two drug SMILES strings and cell line genomic features, predict the synergy score measuring deviation from expected non-interaction effect. (1) Drug 1: NC1(c2ccc(-c3nc4ccn5c(=O)[nH]nc5c4cc3-c3ccccc3)cc2)CCC1. Drug 2: C#Cc1cccc(Nc2ncnc3cc(OCCOC)c(OCCOC)cc23)c1. Cell line: ZR751. Synergy scores: synergy=51.9. (2) Drug 1: O=C(O)C1(Cc2cccc(Nc3nccs3)n2)CCC(Oc2cccc(Cl)c2F)CC1. Drug 2: Cc1nc(Nc2ncc(C(=O)Nc3c(C)cccc3Cl)s2)cc(N2CCN(CCO)CC2)n1. Cell line: ZR751. Synergy scores: synergy=1.31. (3) Drug 1: CC(=O)OC1C(=O)C2(C)C(O)CC3OCC3(OC(C)=O)C2C(OC(=O)c2ccccc2)C2(O)CC(OC(=O)C(O)C(NC(=O)c3ccccc3)c3ccccc3)C(C)=C1C2(C)C. Drug 2: C=CCn1c(=O)c2cnc(Nc3ccc(N4CCN(C)CC4)cc3)nc2n1-c1cccc(C(C)(C)O)n1. Cell line: OV90. Synergy scores: synergy=-6.26. (4) Drug 1: CCN(CC)CCNC(=O)c1c(C)[nH]c(C=C2C(=O)Nc3ccc(F)cc32)c1C. Drug 2: Cn1c(=O)n(-c2ccc(C(C)(C)C#N)cc2)c2c3cc(-c4cnc5ccccc5c4)ccc3ncc21. Cell line: HT144. Synergy scores: synergy=13.7. (5) Drug 1: O=S1(=O)NC2(CN1CC(F)(F)F)C1CCC2Cc2cc(C=CCN3CCC(C(F)(F)F)CC3)ccc2C1. Drug 2: NC(=O)c1cccc2cn(-c3ccc(C4CCCNC4)cc3)nc12. Cell line: NCIH460. Synergy scores: synergy=-0.400. (6) Drug 1: C=CCn1c(=O)c2cnc(Nc3ccc(N4CCN(C)CC4)cc3)nc2n1-c1cccc(C(C)(C)O)n1. Drug 2: CC(C)CC(NC(=O)C(Cc1ccccc1)NC(=O)c1cnccn1)B(O)O. Cell line: NCIH460. Synergy scores: synergy=6.75. (7) Drug 1: CCC1=CC2CN(C1)Cc1c([nH]c3ccccc13)C(C(=O)OC)(c1cc3c(cc1OC)N(C)C1C(O)(C(=O)OC)C(OC(C)=O)C4(CC)C=CCN5CCC31C54)C2. Drug 2: Cn1cc(-c2cnn3c(N)c(Br)c(C4CCCNC4)nc23)cn1. Cell line: KPL1. Synergy scores: synergy=-6.02. (8) Drug 1: CC1CC2C3CCC4=CC(=O)C=CC4(C)C3(F)C(O)CC2(C)C1(O)C(=O)CO. Drug 2: O=C(NOCC(O)CO)c1ccc(F)c(F)c1Nc1ccc(I)cc1F. Cell line: LOVO. Synergy scores: synergy=6.20. (9) Drug 1: CN(Cc1cnc2nc(N)nc(N)c2n1)c1ccc(C(=O)NC(CCC(=O)O)C(=O)O)cc1. Drug 2: O=C(O)C1(Cc2cccc(Nc3nccs3)n2)CCC(Oc2cccc(Cl)c2F)CC1. Cell line: NCIH460. Synergy scores: synergy=-39.4. (10) Drug 1: O=P1(N(CCCl)CCCl)NCCCO1. Drug 2: COC1CC2CCC(C)C(O)(O2)C(=O)C(=O)N2CCCCC2C(=O)OC(C(C)CC2CCC(OP(C)(C)=O)C(OC)C2)CC(=O)C(C)C=C(C)C(O)C(OC)C(=O)C(C)CC(C)C=CC=CC=C1C. Cell line: SKOV3. Synergy scores: synergy=19.1.